This data is from Forward reaction prediction with 1.9M reactions from USPTO patents (1976-2016). The task is: Predict the product of the given reaction. (1) Given the reactants [Cl:1][C:2]1[CH:3]=[CH:4][CH:5]=[C:6]2[C:10]=1[N:9]([CH2:11][CH2:12][CH3:13])[N:8]=[C:7]2[C:14]1[CH:19]=[CH:18][C:17]([OH:20])=[C:16]([F:21])[CH:15]=1.C(N(C(C)C)CC)(C)C.[CH3:31][C:32]([CH3:38])([CH3:37])[CH2:33][C:34](Cl)=[O:35], predict the reaction product. The product is: [CH3:31][C:32]([CH3:38])([CH3:37])[CH2:33][C:34]([O:20][C:17]1[CH:18]=[CH:19][C:14]([C:7]2[C:6]3[C:10](=[C:2]([Cl:1])[CH:3]=[CH:4][CH:5]=3)[N:9]([CH2:11][CH2:12][CH3:13])[N:8]=2)=[CH:15][C:16]=1[F:21])=[O:35]. (2) Given the reactants [Br:1][C:2]1[CH:3]=[C:4]([CH:7]=O)[S:5][CH:6]=1.[CH3:9][NH:10][CH3:11].[BH-](OC(C)=O)(OC(C)=O)OC(C)=O.[Na+].CC(O)=O, predict the reaction product. The product is: [Br:1][C:2]1[CH:3]=[C:4]([CH2:7][N:10]([CH3:11])[CH3:9])[S:5][CH:6]=1. (3) Given the reactants C([O:3][C:4](=[O:29])[CH2:5][C:6]1([C:23]2[CH:28]=[CH:27][CH:26]=[CH:25][CH:24]=2)[C:14]2[C:9](=[CH:10][CH:11]=[C:12]([C:15]3[C:16]([CH3:21])=[N:17][O:18][C:19]=3[CH3:20])[CH:13]=2)[NH:8][C:7]1=[O:22])C.O[Li].O.Cl, predict the reaction product. The product is: [CH3:21][C:16]1[C:15]([C:12]2[CH:13]=[C:14]3[C:9](=[CH:10][CH:11]=2)[NH:8][C:7](=[O:22])[C:6]3([CH2:5][C:4]([OH:29])=[O:3])[C:23]2[CH:28]=[CH:27][CH:26]=[CH:25][CH:24]=2)=[C:19]([CH3:20])[O:18][N:17]=1.